This data is from Forward reaction prediction with 1.9M reactions from USPTO patents (1976-2016). The task is: Predict the product of the given reaction. (1) Given the reactants [F:1][C:2]1[CH:3]=[CH:4][C:5]([CH3:32])=[C:6]([CH:31]=1)[O:7][CH2:8][C:9]1[C:18]([C:19]2[CH:24]=[CH:23][C:22]([OH:25])=[CH:21][C:20]=2[O:26][CH3:27])=[CH:17][CH:16]=[C:15]2[C:10]=1[C:11]([CH3:30])=[CH:12][C:13]([CH3:29])([CH3:28])[NH:14]2.[C:33]([NH:40][CH2:41][C:42](O)=[O:43])([O:35][C:36]([CH3:39])([CH3:38])[CH3:37])=[O:34].C(N(CC)C(C)C)(C)C.C(OCC)(=O)C, predict the reaction product. The product is: [C:36]([O:35][C:33]([NH:40][CH2:41][C:42]([O:25][C:22]1[CH:23]=[CH:24][C:19]([C:18]2[C:9]([CH2:8][O:7][C:6]3[CH:31]=[C:2]([F:1])[CH:3]=[CH:4][C:5]=3[CH3:32])=[C:10]3[C:15](=[CH:16][CH:17]=2)[NH:14][C:13]([CH3:28])([CH3:29])[CH:12]=[C:11]3[CH3:30])=[C:20]([O:26][CH3:27])[CH:21]=1)=[O:43])=[O:34])([CH3:39])([CH3:38])[CH3:37]. (2) Given the reactants [Cl:1][C:2]1[CH:11]=[C:10]([O:12][CH3:13])[C:9]([N+:14]([O-])=O)=[CH:8][C:3]=1[C:4]([O:6][CH3:7])=[O:5].[Sn](Cl)Cl, predict the reaction product. The product is: [NH2:14][C:9]1[C:10]([O:12][CH3:13])=[CH:11][C:2]([Cl:1])=[C:3]([CH:8]=1)[C:4]([O:6][CH3:7])=[O:5]. (3) The product is: [CH3:34][O:33][C:30]1[CH:31]=[CH:32][C:27]([C:26](=[O:35])[CH2:25][C:21]2[CH:20]=[N:19][CH:24]=[CH:23][CH:22]=2)=[CH:28][CH:29]=1. Given the reactants C(NC(C)C)(C)C.C([Li])CCC.CCCCCC.[N:19]1[CH:24]=[CH:23][CH:22]=[C:21]([CH3:25])[CH:20]=1.[C:26](OCC)(=[O:35])[C:27]1[CH:32]=[CH:31][C:30]([O:33][CH3:34])=[CH:29][CH:28]=1, predict the reaction product. (4) Given the reactants [OH:1][C:2]1[C:3]([CH3:34])=[C:4]([CH:27]=[CH:28][C:29]=1[C:30]([F:33])([F:32])[F:31])[CH2:5][N:6]([C:21](=[O:26])[C:22]([F:25])([F:24])[F:23])[C:7]1[CH:20]=[CH:19][C:10]2[C@H:11]([CH2:14][C:15]([O:17][CH3:18])=[O:16])[CH2:12][O:13][C:9]=2[CH:8]=1.[F:35][C:36]([F:49])([F:48])[S:37](O[S:37]([C:36]([F:49])([F:48])[F:35])(=[O:39])=[O:38])(=[O:39])=[O:38], predict the reaction product. The product is: [CH3:34][C:3]1[C:2]([O:1][S:37]([C:36]([F:49])([F:48])[F:35])(=[O:39])=[O:38])=[C:29]([C:30]([F:33])([F:31])[F:32])[CH:28]=[CH:27][C:4]=1[CH2:5][N:6]([C:21](=[O:26])[C:22]([F:23])([F:24])[F:25])[C:7]1[CH:20]=[CH:19][C:10]2[C@H:11]([CH2:14][C:15]([O:17][CH3:18])=[O:16])[CH2:12][O:13][C:9]=2[CH:8]=1. (5) Given the reactants F[C:2]1[CH:7]=[CH:6][C:5]([N+:8]([O-:10])=[O:9])=[CH:4][CH:3]=1.[C:11]([O:15][C:16]([N:18]1[CH2:23][CH2:22][NH:21][CH2:20][CH2:19]1)=[O:17])([CH3:14])([CH3:13])[CH3:12].C(N(CC)C(C)C)(C)C.CCOCC, predict the reaction product. The product is: [C:11]([O:15][C:16]([N:18]1[CH2:23][CH2:22][N:21]([C:2]2[CH:7]=[CH:6][C:5]([N+:8]([O-:10])=[O:9])=[CH:4][CH:3]=2)[CH2:20][CH2:19]1)=[O:17])([CH3:14])([CH3:12])[CH3:13]. (6) Given the reactants C([O:3][C:4](=O)[CH:5]=[C:6]1[CH2:9][N:8]([CH:10]([C:17]2[CH:22]=[CH:21][CH:20]=[CH:19][CH:18]=2)[C:11]2[CH:16]=[CH:15][CH:14]=[CH:13][CH:12]=2)[CH2:7]1)C.[H-].[Al+3].[Li+].[H-].[H-].[H-].C(OCC)C.[OH-].[Na+], predict the reaction product. The product is: [CH:10]([N:8]1[CH2:9][CH:6]([CH2:5][CH2:4][OH:3])[CH2:7]1)([C:17]1[CH:22]=[CH:21][CH:20]=[CH:19][CH:18]=1)[C:11]1[CH:12]=[CH:13][CH:14]=[CH:15][CH:16]=1. (7) Given the reactants Cl[C:2]1[CH:7]=[C:6]([C:8]([F:11])([F:10])[F:9])[N:5]=[C:4]([C:12]2[CH:13]=[N:14][CH:15]=[CH:16][CH:17]=2)[N:3]=1.[CH3:18][C:19]1[CH:25]=[CH:24][C:23]([CH3:26])=[CH:22][C:20]=1[NH2:21], predict the reaction product. The product is: [CH3:18][C:19]1[CH:25]=[CH:24][C:23]([CH3:26])=[CH:22][C:20]=1[NH:21][C:2]1[CH:7]=[C:6]([C:8]([F:11])([F:10])[F:9])[N:5]=[C:4]([C:12]2[CH:13]=[N:14][CH:15]=[CH:16][CH:17]=2)[N:3]=1.